This data is from Peptide-MHC class I binding affinity with 185,985 pairs from IEDB/IMGT. The task is: Regression. Given a peptide amino acid sequence and an MHC pseudo amino acid sequence, predict their binding affinity value. This is MHC class I binding data. (1) The peptide sequence is TRSFTTHFL. The MHC is HLA-A02:11 with pseudo-sequence HLA-A02:11. The binding affinity (normalized) is 0.0847. (2) The peptide sequence is FQPQNGQLI. The MHC is H-2-Db with pseudo-sequence H-2-Db. The binding affinity (normalized) is 0.528. (3) The peptide sequence is AAYYFMKFR. The MHC is HLA-A33:01 with pseudo-sequence HLA-A33:01. The binding affinity (normalized) is 0.560. (4) The binding affinity (normalized) is 0.0641. The MHC is H-2-Db with pseudo-sequence H-2-Db. The peptide sequence is WHGSNRPWV. (5) The peptide sequence is TVITPMMRH. The MHC is HLA-A26:01 with pseudo-sequence HLA-A26:01. The binding affinity (normalized) is 0.312.